From a dataset of Forward reaction prediction with 1.9M reactions from USPTO patents (1976-2016). Predict the product of the given reaction. (1) The product is: [C:1]([O:5][C:6]([N:8]1[CH2:15][C:14]2=[C:13]3[N:12]([N:11]=[C:10]2[CH2:9]1)[C:20]([CH3:21])=[CH:19][C:18]([CH3:17])=[N:16]3)=[O:7])([CH3:4])([CH3:2])[CH3:3]. Given the reactants [C:1]([O:5][C:6]([N:8]1[CH2:15][C:14]2[C:10](=[N:11][NH:12][C:13]=2[NH2:16])[CH2:9]1)=[O:7])([CH3:4])([CH3:3])[CH3:2].[CH3:17][C:18](=O)[CH2:19][C:20](=O)[CH3:21].C([O-])(O)=O.[Na+], predict the reaction product. (2) Given the reactants [CH:1]([C:3]1[C:8]([C:9]([F:12])([F:11])[F:10])=[CH:7][C:6]([C:13]([F:16])([F:15])[F:14])=[CH:5][C:4]=1[C:17]1[CH:18]=[CH:19][C:20]([C:23]([NH:25][CH2:26][CH2:27][C:28]([O:30][CH2:31][CH3:32])=[O:29])=[O:24])=[N:21][CH:22]=1)=O.[Cl:33][C:34]1[CH:39]=[CH:38][C:37]([C:40]2[CH:45]=[CH:44][C:43]([NH2:46])=[CH:42][CH:41]=2)=[CH:36][CH:35]=1.CCO.[BH4-].[Na+], predict the reaction product. The product is: [Cl:33][C:34]1[CH:35]=[CH:36][C:37]([C:40]2[CH:45]=[CH:44][C:43]([NH:46][CH2:1][C:3]3[C:8]([C:9]([F:12])([F:10])[F:11])=[CH:7][C:6]([C:13]([F:14])([F:15])[F:16])=[CH:5][C:4]=3[C:17]3[CH:18]=[CH:19][C:20]([C:23]([NH:25][CH2:26][CH2:27][C:28]([O:30][CH2:31][CH3:32])=[O:29])=[O:24])=[N:21][CH:22]=3)=[CH:42][CH:41]=2)=[CH:38][CH:39]=1. (3) The product is: [CH2:1]([O:3][C:4](=[O:10])[CH:5]([CH3:9])[C:6]([NH:15][CH2:14][CH2:13][C:12]([F:20])([F:11])[C:16]([F:19])([F:18])[F:17])=[O:8])[CH3:2]. Given the reactants [CH2:1]([O:3][C:4](=[O:10])[CH:5]([CH3:9])[C:6]([OH:8])=O)[CH3:2].[F:11][C:12]([F:20])([C:16]([F:19])([F:18])[F:17])[CH2:13][CH2:14][NH2:15], predict the reaction product.